Predict the reactants needed to synthesize the given product. From a dataset of Full USPTO retrosynthesis dataset with 1.9M reactions from patents (1976-2016). (1) The reactants are: [CH:1]1([NH:4][C:5](=[O:38])[C:6]2[CH:11]=[CH:10][C:9]([C:12]3[N:16]4[N:17]=[C:18]([C:28](=[O:36])[C:29]5[CH:34]=[CH:33][CH:32]=[C:31]([F:35])[CH:30]=5)[CH:19]=[C:20]([NH:21][CH2:22][CH2:23][C:24]([F:27])([F:26])[F:25])[C:15]4=[N:14][CH:13]=3)=[CH:8][C:7]=2[CH3:37])[CH2:3][CH2:2]1.[BH4-].[Na+].O. Given the product [CH:1]1([NH:4][C:5](=[O:38])[C:6]2[CH:11]=[CH:10][C:9]([C:12]3[N:16]4[N:17]=[C:18]([CH:28]([C:29]5[CH:34]=[CH:33][CH:32]=[C:31]([F:35])[CH:30]=5)[OH:36])[CH:19]=[C:20]([NH:21][CH2:22][CH2:23][C:24]([F:26])([F:27])[F:25])[C:15]4=[N:14][CH:13]=3)=[CH:8][C:7]=2[CH3:37])[CH2:3][CH2:2]1, predict the reactants needed to synthesize it. (2) Given the product [CH2:21]([O:20][C:17]1[CH:18]=[CH:19][C:14]([NH:11][C:12]([NH:10][CH2:9][CH2:8][CH2:7][N:6]2[C:2]([CH3:1])=[CH:3][N:4]=[CH:5]2)=[S:13])=[CH:15][CH:16]=1)[CH3:22], predict the reactants needed to synthesize it. The reactants are: [CH3:1][C:2]1[N:6]([CH2:7][CH2:8][CH2:9][NH2:10])[CH:5]=[N:4][CH:3]=1.[N:11]([C:14]1[CH:19]=[CH:18][C:17]([O:20][CH2:21][CH3:22])=[CH:16][CH:15]=1)=[C:12]=[S:13]. (3) Given the product [CH3:1][C:2]([CH3:29])([CH3:28])[C@H:3]([N:11]1[CH2:15][CH2:14][N:13]([CH2:16][C:17]2[CH:22]=[CH:21][C:20]([C:23]([F:26])([F:25])[F:24])=[CH:19][CH:18]=2)[C:12]1=[O:27])[C:4]([OH:6])=[O:5], predict the reactants needed to synthesize it. The reactants are: [CH3:1][C:2]([CH3:29])([CH3:28])[C@H:3]([N:11]1[CH2:15][CH2:14][N:13]([CH2:16][C:17]2[CH:22]=[CH:21][C:20]([C:23]([F:26])([F:25])[F:24])=[CH:19][CH:18]=2)[C:12]1=[O:27])[C:4]([O:6]C(C)(C)C)=[O:5].FC(F)(F)C(O)=O. (4) Given the product [CH:29]1([CH2:28][N:7]2[C:6]([N:39]3[CH2:40][CH2:41][N:36]([S:32]([CH3:35])(=[O:34])=[O:33])[CH2:37][CH2:38]3)=[N:14][C:13]3[C:8]2=[N:9][C:10]([C:21]2[CH:22]=[N:23][C:24]([NH2:27])=[N:25][CH:26]=2)=[N:11][C:12]=3[N:15]2[CH2:20][CH2:19][O:18][CH2:17][CH2:16]2)[CH2:31][CH2:30]1, predict the reactants needed to synthesize it. The reactants are: CS(C)=O.Cl[C:6]1[N:7]([CH2:28][CH:29]2[CH2:31][CH2:30]2)[C:8]2[C:13]([N:14]=1)=[C:12]([N:15]1[CH2:20][CH2:19][O:18][CH2:17][CH2:16]1)[N:11]=[C:10]([C:21]1[CH:22]=[N:23][C:24]([NH2:27])=[N:25][CH:26]=1)[N:9]=2.[S:32]([N:36]1[CH2:41][CH2:40][NH:39][CH2:38][CH2:37]1)([CH3:35])(=[O:34])=[O:33].